From a dataset of Forward reaction prediction with 1.9M reactions from USPTO patents (1976-2016). Predict the product of the given reaction. Given the reactants [Br:1][C:2]1[CH:3]=[C:4]([C:12](=O)[CH3:13])[CH:5]=[C:6]([C:8]([CH3:11])([CH3:10])[CH3:9])[CH:7]=1.[NH:15]1[CH2:20][CH2:19][O:18][CH2:17][CH2:16]1.[BH-](OC(C)=O)(OC(C)=O)OC(C)=O.[Na+], predict the reaction product. The product is: [Br:1][C:2]1[CH:3]=[C:4]([CH:12]([N:15]2[CH2:20][CH2:19][O:18][CH2:17][CH2:16]2)[CH3:13])[CH:5]=[C:6]([C:8]([CH3:11])([CH3:10])[CH3:9])[CH:7]=1.